This data is from Full USPTO retrosynthesis dataset with 1.9M reactions from patents (1976-2016). The task is: Predict the reactants needed to synthesize the given product. (1) Given the product [CH3:21][O:22][C:23](=[O:34])[C:24]1[CH:29]=[C:28]([C:30]#[N:31])[CH:27]=[CH:26][C:25]=1[CH2:32][N:9]1[CH:8]([C:3]2[C:2]([CH3:1])=[CH:7][CH:6]=[CH:5][N:4]=2)[CH2:13][CH2:12][CH2:11][CH:10]1[C:14]1[C:19]([CH3:20])=[CH:18][CH:17]=[CH:16][N:15]=1, predict the reactants needed to synthesize it. The reactants are: [CH3:1][C:2]1[C:3]([CH:8]2[CH2:13][CH2:12][CH2:11][CH:10]([C:14]3[C:19]([CH3:20])=[CH:18][CH:17]=[CH:16][N:15]=3)[NH:9]2)=[N:4][CH:5]=[CH:6][CH:7]=1.[CH3:21][O:22][C:23](=[O:34])[C:24]1[CH:29]=[C:28]([C:30]#[N:31])[CH:27]=[CH:26][C:25]=1[CH2:32]Br. (2) Given the product [Br:22][CH:13]([C:11]1[O:10][N:9]=[C:8]([C:5]2[CH:4]=[CH:3][C:2]([Cl:1])=[CH:7][CH:6]=2)[N:12]=1)[CH3:14], predict the reactants needed to synthesize it. The reactants are: [Cl:1][C:2]1[CH:7]=[CH:6][C:5]([C:8]2[N:12]=[C:11]([CH2:13][CH3:14])[O:10][N:9]=2)=[CH:4][CH:3]=1.C1C(=O)N([Br:22])C(=O)C1.CC(N=NC(C#N)(C)C)(C#N)C. (3) Given the product [Cl:1][C:2]1[N:7]=[CH:6][C:5]2[NH:8][CH:10]=[N:9][C:4]=2[CH:3]=1, predict the reactants needed to synthesize it. The reactants are: [Cl:1][C:2]1[N:7]=[CH:6][C:5]([NH2:8])=[C:4]([NH2:9])[CH:3]=1.[CH:10](O)=O. (4) Given the product [CH3:1][Si:2]([CH3:20])([CH3:19])[CH2:3][CH2:4][O:5][CH2:6][O:7][C:8]1[CH:18]=[CH:17][C:11]([C:12]([OH:14])=[O:13])=[CH:10][CH:9]=1, predict the reactants needed to synthesize it. The reactants are: [CH3:1][Si:2]([CH3:20])([CH3:19])[CH2:3][CH2:4][O:5][CH2:6][O:7][C:8]1[CH:18]=[CH:17][C:11]([C:12]([O:14]CC)=[O:13])=[CH:10][CH:9]=1.[OH-].[K+].Cl. (5) Given the product [CH3:36][O:35][C:32]1[CH:31]=[CH:30][C:29]([CH2:28][S:27][CH2:26][C@H:17]([NH:16][C:13]([C:10]2[NH:11][C:12]3[C:8]([CH:9]=2)=[CH:7][CH:6]=[CH:5][C:4]=3[N+:1]([O-:3])=[O:2])=[O:15])[CH2:18][O:19][C:20](=[O:25])[C:21]([CH3:24])([CH3:23])[CH3:22])=[CH:34][CH:33]=1, predict the reactants needed to synthesize it. The reactants are: [N+:1]([C:4]1[CH:5]=[CH:6][CH:7]=[C:8]2[C:12]=1[NH:11][C:10]([C:13]([OH:15])=O)=[CH:9]2)([O-:3])=[O:2].[NH2:16][C@@H:17]([CH2:26][S:27][CH2:28][C:29]1[CH:34]=[CH:33][C:32]([O:35][CH3:36])=[CH:31][CH:30]=1)[CH2:18][O:19][C:20](=[O:25])[C:21]([CH3:24])([CH3:23])[CH3:22].C(Cl)CCl.C1C=CC2N(O)N=NC=2C=1.C(=O)(O)[O-].[Na+]. (6) Given the product [CH3:17][O:18][C:19](=[O:31])[CH2:20][C@H:21]1[C:25]2[CH:26]=[CH:27][C:28]([O:30][C@H:37]3[C:38]4[C:34](=[C:33]([Br:32])[CH:41]=[CH:40][C:39]=4[F:42])[CH2:35][CH2:36]3)=[CH:29][C:24]=2[O:23][CH2:22]1, predict the reactants needed to synthesize it. The reactants are: N(C(OC(C)(C)C)=O)=NC(OC(C)(C)C)=O.[CH3:17][O:18][C:19](=[O:31])[CH2:20][C@H:21]1[C:25]2[CH:26]=[CH:27][C:28]([OH:30])=[CH:29][C:24]=2[O:23][CH2:22]1.[Br:32][C:33]1[CH:41]=[CH:40][C:39]([F:42])=[C:38]2[C:34]=1[CH2:35][CH2:36][C@@H:37]2O.C(P(CCCC)CCCC)CCC.C([O-])(O)=O.[Na+].